Dataset: Forward reaction prediction with 1.9M reactions from USPTO patents (1976-2016). Task: Predict the product of the given reaction. (1) Given the reactants Cl.[NH2:2][C@H:3]([C@H:5]1[CH2:9][CH2:8][CH2:7][N:6]1[C:10]([O:12][CH2:13][C:14]1[CH:19]=[CH:18][CH:17]=[CH:16][CH:15]=1)=[O:11])[CH3:4].C([O:24][C:25]([C:27]1[CH:32]=[CH:31][CH:30]=[CH:29][C:28]=1[C:33]1[CH:38]=[CH:37][C:36]([CH2:39][N:40]2[C:48]3[C:43](=[CH:44][C:45]([C:49](O)=[O:50])=[CH:46][CH:47]=3)[C:42]([CH3:52])=[C:41]2[CH3:53])=[CH:35][CH:34]=1)=[O:26])(C)(C)C, predict the reaction product. The product is: [CH2:13]([O:12][C:10]([N:6]1[CH2:7][CH2:8][CH2:9][C@@H:5]1[C@@H:3]([NH:2][C:49]([C:45]1[CH:44]=[C:43]2[C:48](=[CH:47][CH:46]=1)[N:40]([CH2:39][C:36]1[CH:35]=[CH:34][C:33]([C:28]3[C:27]([C:25]([OH:26])=[O:24])=[CH:32][CH:31]=[CH:30][CH:29]=3)=[CH:38][CH:37]=1)[C:41]([CH3:53])=[C:42]2[CH3:52])=[O:50])[CH3:4])=[O:11])[C:14]1[CH:15]=[CH:16][CH:17]=[CH:18][CH:19]=1. (2) Given the reactants [CH:1]([C:4]1[CH:9]=[C:8]([CH2:10][O:11]C)[N:7]=[C:6]([NH2:13])[N:5]=1)([CH3:3])[CH3:2].B(Br)(Br)Br, predict the reaction product. The product is: [NH2:13][C:6]1[N:7]=[C:8]([CH2:10][OH:11])[CH:9]=[C:4]([CH:1]([CH3:3])[CH3:2])[N:5]=1. (3) Given the reactants [N+:1]([C:4]1[CH:13]=[CH:12][CH:11]=[C:10]2[C:5]=1[CH:6]=[CH:7][C:8](Cl)=[N:9]2)([O-])=O.[CH3:15][O:16][C:17]1[CH:24]=[CH:23][CH:22]=[CH:21][C:18]=1[CH2:19][NH2:20].[NH:25]1[C:33]2[CH:32]=[CH:31][CH:30]=[C:29]([CH:34]=O)[C:28]=2[CH:27]=[CH:26]1, predict the reaction product. The product is: [NH:25]1[C:33]2[C:28](=[C:29]([CH2:34][NH:1][C:4]3[C:5]4[CH:6]=[CH:7][C:8]([NH:20][CH2:19][C:18]5[CH:21]=[CH:22][CH:23]=[CH:24][C:17]=5[O:16][CH3:15])=[N:9][C:10]=4[CH:11]=[CH:12][CH:13]=3)[CH:30]=[CH:31][CH:32]=2)[CH:27]=[CH:26]1. (4) Given the reactants C(C1C=C([NH:10][C:11]([NH:13][C:14]2[C:23]3[C:18](=[CH:19][CH:20]=[CH:21][CH:22]=3)[CH:17]=[CH:16][CH:15]=2)=[O:12])N(C2C=CC=C(CO)C=2)N=1)(C)(C)C.O=S(Cl)Cl, predict the reaction product. The product is: [C:14]1([NH:13][C:11](=[O:12])[NH2:10])[C:23]2[C:18](=[CH:19][CH:20]=[CH:21][CH:22]=2)[CH:17]=[CH:16][CH:15]=1. (5) Given the reactants [F:1][CH:2]1[N:6]([CH3:7])[CH2:5][CH2:4][N:3]1[CH3:8].[I-:9].[Na+].FC1N(C)CC[NH+]1C.[I-], predict the reaction product. The product is: [I-:9].[F:1][CH:2]1[N:6]([CH3:7])[CH2:5][CH2:4][NH+:3]1[CH3:8].